Dataset: Full USPTO retrosynthesis dataset with 1.9M reactions from patents (1976-2016). Task: Predict the reactants needed to synthesize the given product. (1) Given the product [CH2:1]([N:8]1[C:16]2[C:11](=[CH:12][C:13]([C:21]([OH:22])([C:23]([F:26])([F:25])[F:24])[C:20]([F:28])([F:27])[F:19])=[CH:14][CH:15]=2)[CH2:10][CH:9]1[CH3:17])[C:2]1[CH:3]=[CH:4][CH:5]=[CH:6][CH:7]=1, predict the reactants needed to synthesize it. The reactants are: [CH2:1]([N:8]1[C:16]2[C:11](=[CH:12][CH:13]=[CH:14][CH:15]=2)[CH2:10][CH:9]1[CH3:17])[C:2]1[CH:7]=[CH:6][CH:5]=[CH:4][CH:3]=1.O.[F:19][C:20]([F:28])([F:27])[C:21]([C:23]([F:26])([F:25])[F:24])=[O:22].O.O.[F:19][C:20]([F:28])([F:27])[C:21]([C:23]([F:26])([F:25])[F:24])=[O:22].[NH4+].[Cl-]. (2) Given the product [F:1][C:2]([F:7])([F:6])[CH2:3][CH2:4][O:5][S:14]([C:11]1[CH:12]=[CH:13][C:8]([CH3:18])=[CH:9][CH:10]=1)(=[O:16])=[O:15], predict the reactants needed to synthesize it. The reactants are: [F:1][C:2]([F:7])([F:6])[CH2:3][CH2:4][OH:5].[C:8]1([CH3:18])[CH:13]=[CH:12][C:11]([S:14](Cl)(=[O:16])=[O:15])=[CH:10][CH:9]=1.C(N(CC)CC)C.O. (3) Given the product [F:8][C:5]1[N:6]=[CH:7][C:2]([CH2:27][C:26]([O:25][C:21]([CH3:24])([CH3:23])[CH3:22])=[O:29])=[CH:3][C:4]=1[B:9]1[O:16][C:15](=[O:17])[CH2:14][N:13]([CH3:18])[CH2:12][C:11](=[O:19])[O:10]1, predict the reactants needed to synthesize it. The reactants are: Br[C:2]1[CH:3]=[C:4]([B:9]2[O:16][C:15](=[O:17])[CH2:14][N:13]([CH3:18])[CH2:12][C:11](=[O:19])[O:10]2)[C:5]([F:8])=[N:6][CH:7]=1.[Cl-].[C:21]([O:25][C:26](=[O:29])[CH2:27][Zn+])([CH3:24])([CH3:23])[CH3:22].CCOCC.